This data is from Reaction yield outcomes from USPTO patents with 853,638 reactions. The task is: Predict the reaction yield, written as a fraction of the theoretical maximum amount of product (1.0 means a 100% yield; for example, 0.34 means a 34% yield). The reactants are [C:1]([C:3]1[CH:30]=[C:6]2[CH2:7][N:8]([C:12]([O:14][CH2:15][C:16]3[CH:21]=[C:20]([C:22]([F:25])([F:24])[F:23])[CH:19]=[C:18]([C:26]([F:29])([F:28])[F:27])[CH:17]=3)=[O:13])[CH2:9][CH2:10][CH2:11][N:5]2[N:4]=1)#[N:2].Cl.[NH2:32][OH:33].C(N(CC)CC)C. The catalyst is C(O)C.C(Cl)Cl.CCOC(C)=O. The product is [OH:33][N:32]=[C:1]([C:3]1[CH:30]=[C:6]2[CH2:7][N:8]([C:12]([O:14][CH2:15][C:16]3[CH:17]=[C:18]([C:26]([F:29])([F:28])[F:27])[CH:19]=[C:20]([C:22]([F:25])([F:23])[F:24])[CH:21]=3)=[O:13])[CH2:9][CH2:10][CH2:11][N:5]2[N:4]=1)[NH2:2]. The yield is 0.870.